From a dataset of Catalyst prediction with 721,799 reactions and 888 catalyst types from USPTO. Predict which catalyst facilitates the given reaction. (1) Reactant: [OH:1][C@@:2]1([C:9]#[C:10][C:11]2[CH:12]=[C:13]([N:17]3[C:25]4[C:20](=[CH:21][C:22]([CH2:26][OH:27])=[CH:23][CH:24]=4)[C:19]([C:28]([O:30]C)=O)=[N:18]3)[CH:14]=[CH:15][CH:16]=2)[CH2:6][CH2:5][N:4]([CH3:7])[C:3]1=[O:8].[NH3:32]. Product: [OH:1][C@@:2]1([C:9]#[C:10][C:11]2[CH:12]=[C:13]([N:17]3[C:25]4[C:20](=[CH:21][C:22]([CH2:26][OH:27])=[CH:23][CH:24]=4)[C:19]([C:28]([NH2:32])=[O:30])=[N:18]3)[CH:14]=[CH:15][CH:16]=2)[CH2:6][CH2:5][N:4]([CH3:7])[C:3]1=[O:8]. The catalyst class is: 5. (2) Reactant: [N+:1]([C:4]1[CH:5]=[C:6]([C:10]2[O:11][CH:12]=[N:13][N:14]=2)[CH:7]=[CH:8][CH:9]=1)([O-])=O.[H][H]. The catalyst class is: 43. Product: [O:11]1[CH:12]=[N:13][N:14]=[C:10]1[C:6]1[CH:5]=[C:4]([CH:9]=[CH:8][CH:7]=1)[NH2:1]. (3) Reactant: [C:1]([O:5][C:6]([N:8]1[CH2:13][CH2:12][N:11]([C:14]([O:16][C:17]([CH3:20])([CH3:19])[CH3:18])=[O:15])[CH2:10][C@@H:9]1[C:21]1[CH:26]=[CH:25][C:24](N2CC[C@@H](OS(C)(=O)=O)C2)=[CH:23][CH:22]=1)=[O:7])([CH3:4])([CH3:3])[CH3:2].[NH:37]1[CH2:41][CH2:40][CH2:39][CH2:38]1. Product: [C:1]([O:5][C:6]([N:8]1[CH2:13][CH2:12][N:11]([C:14]([O:16][C:17]([CH3:20])([CH3:19])[CH3:18])=[O:15])[CH2:10][C@@H:9]1[C:21]1[CH:22]=[CH:23][C:24]([N:37]2[CH2:41][CH2:40][C@H:39]([N:37]3[CH2:41][CH2:40][CH2:39][CH2:38]3)[CH2:38]2)=[CH:25][CH:26]=1)=[O:7])([CH3:2])([CH3:3])[CH3:4]. The catalyst class is: 11. (4) Reactant: Br[C:2]1[CH:11]=[CH:10][C:9]2[C:4](=[C:5]([F:13])[C:6]([F:12])=[CH:7][CH:8]=2)[C:3]=1[CH:14]=[O:15].[CH2:16]([Sn](CC)(CC)CC)[CH3:17].O. Product: [CH2:16]([C:2]1[CH:11]=[CH:10][C:9]2[C:4](=[C:5]([F:13])[C:6]([F:12])=[CH:7][CH:8]=2)[C:3]=1[CH:14]=[O:15])[CH3:17]. The catalyst class is: 109. (5) Product: [ClH:1].[ClH:1].[Br:3][C:4]1[CH:5]=[C:6]([CH:37]=[C:38]([C:40]([F:41])([F:42])[F:43])[CH:39]=1)[C:7]([N:9]([CH2:11][C@H:12]([C:30]1[CH:31]=[CH:32][C:33]([F:36])=[CH:34][CH:35]=1)[CH2:13][CH2:14][N:15]1[CH2:18][CH:17]([N:19]2[CH2:20][CH2:21][N:22]([C:25](=[O:29])[CH2:26][CH2:27][CH3:28])[CH2:23][CH2:24]2)[CH2:16]1)[CH3:10])=[O:8]. The catalyst class is: 466. Reactant: [ClH:1].Cl.[Br:3][C:4]1[CH:5]=[C:6]([CH:37]=[C:38]([C:40]([F:43])([F:42])[F:41])[CH:39]=1)[C:7]([N:9]([CH2:11][C@H:12]([C:30]1[CH:35]=[CH:34][C:33]([F:36])=[CH:32][CH:31]=1)[CH2:13][CH2:14][N:15]1[CH2:18][CH:17]([N:19]2[CH2:24][CH2:23][N:22]3[C:25](=[O:29])[CH2:26][CH2:27][CH2:28][CH:21]3[CH2:20]2)[CH2:16]1)[CH3:10])=[O:8].N1CC(N2CCN(C(C3CC3)=O)CC2)C1.C([BH3-])#N.[Na+]. (6) Reactant: [N+:1]([C:4]1[CH:5]=[C:6]([CH2:10][C:11]([CH3:13])=[O:12])[CH:7]=[CH:8][CH:9]=1)([O-:3])=[O:2].[CH2:14](O)[CH2:15][OH:16].CCCCCC. Product: [CH3:13][C:11]1([CH2:10][C:6]2[CH:7]=[CH:8][CH:9]=[C:4]([N+:1]([O-:3])=[O:2])[CH:5]=2)[O:16][CH2:15][CH2:14][O:12]1. The catalyst class is: 626. (7) Reactant: Br[C:2]1[C:7]([CH3:8])=[CH:6][CH:5]=[CH:4][N:3]=1.[Li]CCCC.[CH2:14]([N:21]1[CH2:26][CH2:25][C:24](=[O:27])[CH2:23][CH2:22]1)[C:15]1[CH:20]=[CH:19][CH:18]=[CH:17][CH:16]=1.[NH4+].[Cl-]. Product: [CH2:14]([N:21]1[CH2:26][CH2:25][C:24]([OH:27])([C:2]2[C:7]([CH3:8])=[CH:6][CH:5]=[CH:4][N:3]=2)[CH2:23][CH2:22]1)[C:15]1[CH:16]=[CH:17][CH:18]=[CH:19][CH:20]=1. The catalyst class is: 1. (8) Reactant: [NH2:1][C:2]1[CH2:7][O:6][CH2:5][C:4]([C:9]2[CH:10]=[C:11]([NH:16][C:17](=O)[C:18]3[CH:23]=[CH:22][C:21]([Cl:24])=[CH:20][CH:19]=3)[CH:12]=[CH:13][C:14]=2[F:15])([CH3:8])[N:3]=1.COC1C=CC(P2(SP(C3C=CC(OC)=CC=3)(=S)S2)=[S:35])=CC=1. Product: [NH2:1][C:2]1[CH2:7][O:6][CH2:5][C:4]([C:9]2[CH:10]=[C:11]([NH:16][C:17](=[S:35])[C:18]3[CH:23]=[CH:22][C:21]([Cl:24])=[CH:20][CH:19]=3)[CH:12]=[CH:13][C:14]=2[F:15])([CH3:8])[N:3]=1. The catalyst class is: 57. (9) The catalyst class is: 300. Product: [CH3:37][S:38]([O:17][CH:16]([C:18]1[CH:23]=[CH:22][CH:21]=[C:20]([O:24][CH2:25][C:26]2[CH:31]=[CH:30][CH:29]=[CH:28][CH:27]=2)[CH:19]=1)[C@H:15]([O:32][CH:33]([CH3:34])[CH3:35])[C:14]([N:9]1[C@@H:8]([CH2:1][C:2]2[CH:7]=[CH:6][CH:5]=[CH:4][CH:3]=2)[CH2:12][O:11][C:10]1=[O:13])=[O:36])(=[O:40])=[O:39]. Reactant: [CH2:1]([CH:8]1[CH2:12][O:11][C:10](=[O:13])[N:9]1[C:14](=[O:36])[CH:15]([O:32][CH:33]([CH3:35])[CH3:34])[CH:16]([C:18]1[CH:23]=[CH:22][CH:21]=[C:20]([O:24][CH2:25][C:26]2[CH:31]=[CH:30][CH:29]=[CH:28][CH:27]=2)[CH:19]=1)[OH:17])[C:2]1[CH:7]=[CH:6][CH:5]=[CH:4][CH:3]=1.[CH3:37][S:38](Cl)(=[O:40])=[O:39].